This data is from Reaction yield outcomes from USPTO patents with 853,638 reactions. The task is: Predict the reaction yield, written as a fraction of the theoretical maximum amount of product (1.0 means a 100% yield; for example, 0.34 means a 34% yield). The reactants are [F:1][C:2]1[CH:7]=[C:6]([S:8]([CH3:11])(=[O:10])=[O:9])[CH:5]=[C:4]([F:12])[C:3]=1[C:13]1[N:18]=[C:17]([C:19]([O-:21])=[O:20])[CH:16]=[CH:15][C:14]=1[F:22].[Li+].[OH-]. The catalyst is C1COCC1. The product is [F:1][C:2]1[CH:7]=[C:6]([S:8]([CH3:11])(=[O:9])=[O:10])[CH:5]=[C:4]([F:12])[C:3]=1[C:13]1[N:18]=[C:17]([C:19]([OH:21])=[O:20])[CH:16]=[CH:15][C:14]=1[F:22]. The yield is 0.910.